From a dataset of Full USPTO retrosynthesis dataset with 1.9M reactions from patents (1976-2016). Predict the reactants needed to synthesize the given product. (1) Given the product [CH2:1]([O:4][N:5]([C@H:18]1[CH2:23][N:22]([C:24]([O:26][C:27]([CH3:29])([CH3:30])[CH3:28])=[O:25])[C@H:21]([C:31]([OH:39])=[O:32])[C:20]([CH:33]2[CH2:34][CH2:35]2)=[CH:19]1)[S:6]([C:9]1[CH:14]=[CH:13][CH:12]=[CH:11][C:10]=1[N+:15]([O-:17])=[O:16])(=[O:8])=[O:7])[CH:2]=[CH2:3], predict the reactants needed to synthesize it. The reactants are: [CH2:1]([O:4][N:5]([C@H:18]1[CH2:23][N:22]([C:24]([O:26][C:27]([CH3:30])([CH3:29])[CH3:28])=[O:25])[C@H:21]([CH2:31][OH:32])[C:20]([CH:33]2[CH2:35][CH2:34]2)=[CH:19]1)[S:6]([C:9]1[CH:14]=[CH:13][CH:12]=[CH:11][C:10]=1[N+:15]([O-:17])=[O:16])(=[O:8])=[O:7])[CH:2]=[CH2:3].C([O:39]N([C@H]1CN(C(OC(C)(C)C)=O)[C@H](C(O)=O)C=C1C)S(C1C=CC=CC=1[N+]([O-])=O)(=O)=O)C=C. (2) Given the product [CH:16]([NH:18][C:2]1[C:3]2[CH:10]=[CH:9][NH:8][C:4]=2[N:5]=[CH:6][N:7]=1)([CH3:17])[CH3:15], predict the reactants needed to synthesize it. The reactants are: Cl[C:2]1[C:3]2[CH:10]=[CH:9][NH:8][C:4]=2[N:5]=[CH:6][N:7]=1.C(O)(C)C.[CH3:15][CH:16]([NH2:18])[CH3:17]. (3) Given the product [Cl:1][C:2]1[N:3]=[CH:4][C:5]2[N:11]([CH3:24])[C:10](=[O:12])[C:9]([F:14])([F:13])[CH2:8][N:7]([CH2:15][CH2:16][C:17]3[CH:18]=[CH:19][CH:20]=[CH:21][CH:22]=3)[C:6]=2[N:23]=1, predict the reactants needed to synthesize it. The reactants are: [Cl:1][C:2]1[N:3]=[CH:4][C:5]2[NH:11][C:10](=[O:12])[C:9]([F:14])([F:13])[CH2:8][N:7]([CH2:15][CH2:16][C:17]3[CH:22]=[CH:21][CH:20]=[CH:19][CH:18]=3)[C:6]=2[N:23]=1.[C:24](=O)([O-])[O-].[Cs+].[Cs+].IC. (4) Given the product [NH2:1][C:2]1[C:7]([C:8]([F:10])([F:9])[F:11])=[CH:6][C:5]([CH2:12][CH:13]([CH2:14][C:15](=[O:16])[N:17]2[CH2:18][CH2:19][CH:20]([N:23]3[CH2:29][CH2:28][C:27]4[CH:30]=[CH:31][CH:32]=[CH:33][C:26]=4[NH:25][C:24]3=[O:34])[CH2:21][CH2:22]2)[CH:35]=[O:36])=[CH:4][C:3]=1[Cl:37], predict the reactants needed to synthesize it. The reactants are: [NH2:1][C:2]1[C:7]([C:8]([F:11])([F:10])[F:9])=[CH:6][C:5]([CH2:12][CH:13]([CH2:35][OH:36])[CH2:14][C:15]([N:17]2[CH2:22][CH2:21][CH:20]([N:23]3[CH2:29][CH2:28][C:27]4[CH:30]=[CH:31][CH:32]=[CH:33][C:26]=4[NH:25][C:24]3=[O:34])[CH2:19][CH2:18]2)=[O:16])=[CH:4][C:3]=1[Cl:37].